From a dataset of Catalyst prediction with 721,799 reactions and 888 catalyst types from USPTO. Predict which catalyst facilitates the given reaction. (1) Reactant: C(O[CH:5]([O:9]C(=O)C)[C:6](Cl)=[O:7])(=O)C.[Cl:13][C:14]1[C:15]([N+:21]([O-:23])=[O:22])=[C:16]([CH:18]=[CH:19][CH:20]=1)[NH2:17].C(=O)([O-])O.[K+].[Cl-].O[NH3+].S(=O)(=O)(O)O. Product: [Cl:13][C:14]1[C:15]([N+:21]([O-:23])=[O:22])=[C:16]2[C:18]([C:6](=[O:7])[C:5](=[O:9])[NH:17]2)=[CH:19][CH:20]=1. The catalyst class is: 20. (2) Reactant: [Si:1]([O:18][CH2:19][C:20]1[S:24][C:23]([C:25](=O)[CH2:26][CH2:27][C:28](=O)[CH:29]([C:37]2[CH:42]=[CH:41][C:40]([S:43]([CH:46]3[CH2:48][CH2:47]3)(=[O:45])=[O:44])=[CH:39][CH:38]=2)[CH2:30][CH:31]2[CH2:36][CH2:35][O:34][CH2:33][CH2:32]2)=[N:22][N:21]=1)([C:14]([CH3:17])([CH3:16])[CH3:15])([C:8]1[CH:13]=[CH:12][CH:11]=[CH:10][CH:9]=1)[C:2]1[CH:7]=[CH:6][CH:5]=[CH:4][CH:3]=1.C([O-])(=O)C.[NH4+:55].C(=O)([O-])O.[Na+]. Product: [Si:1]([O:18][CH2:19][C:20]1[S:24][C:23]([C:25]2[NH:55][C:28]([CH:29]([C:37]3[CH:42]=[CH:41][C:40]([S:43]([CH:46]4[CH2:47][CH2:48]4)(=[O:44])=[O:45])=[CH:39][CH:38]=3)[CH2:30][CH:31]3[CH2:32][CH2:33][O:34][CH2:35][CH2:36]3)=[CH:27][CH:26]=2)=[N:22][N:21]=1)([C:14]([CH3:16])([CH3:15])[CH3:17])([C:8]1[CH:13]=[CH:12][CH:11]=[CH:10][CH:9]=1)[C:2]1[CH:3]=[CH:4][CH:5]=[CH:6][CH:7]=1. The catalyst class is: 342. (3) Reactant: [Cl:1][C:2]1[CH:3]=[C:4]([C:11]2[CH:16]=[CH:15][C:14]([C:17]#[N:18])=[CH:13][CH:12]=2)[CH:5]=[C:6]([CH:8](O)[CH3:9])[CH:7]=1.C(Br)(Br)(Br)[Br:20].C1(P(C2C=CC=CC=2)C2C=CC=CC=2)C=CC=CC=1.CCCCC. Product: [Br:20][CH:8]([C:6]1[CH:5]=[C:4]([C:11]2[CH:16]=[CH:15][C:14]([C:17]#[N:18])=[CH:13][CH:12]=2)[CH:3]=[C:2]([Cl:1])[CH:7]=1)[CH3:9]. The catalyst class is: 7. (4) Reactant: [Cl:1][C:2]1[CH:3]=[C:4]([NH:19][S:20]([C:23]2[CH:28]=[CH:27][C:26]([Cl:29])=[C:25]([C:30]([F:33])([F:32])[F:31])[CH:24]=2)(=[O:22])=[O:21])[C:5]([C:8]([C:10]2[CH:18]=[CH:17][CH:16]=[CH:15][C:11]=2[C:12]([OH:14])=O)=O)=[N:6][CH:7]=1.O.[NH2:35][NH2:36]. Product: [Cl:29][C:26]1[CH:27]=[CH:28][C:23]([S:20]([NH:19][C:4]2[C:5]([C:8]3[C:10]4[C:11](=[CH:15][CH:16]=[CH:17][CH:18]=4)[C:12](=[O:14])[NH:36][N:35]=3)=[N:6][CH:7]=[C:2]([Cl:1])[CH:3]=2)(=[O:21])=[O:22])=[CH:24][C:25]=1[C:30]([F:33])([F:32])[F:31]. The catalyst class is: 8. (5) Reactant: Cl[CH2:2][CH2:3][CH2:4][N:5]1[C:10]2[CH:11]=[CH:12][CH:13]=[CH:14][C:9]=2[S:8][CH2:7][C:6]1=[O:15].C([O-])([O-])=O.[K+].[K+].[Na+].[I-].[CH:24](=[C:28]1[CH2:33][CH2:32][NH:31][CH2:30][CH2:29]1)[CH2:25][CH2:26][CH3:27]. Product: [CH:24](=[C:28]1[CH2:33][CH2:32][N:31]([CH2:2][CH2:3][CH2:4][N:5]2[C:10]3[CH:11]=[CH:12][CH:13]=[CH:14][C:9]=3[S:8][CH2:7][C:6]2=[O:15])[CH2:30][CH2:29]1)[CH2:25][CH2:26][CH3:27]. The catalyst class is: 61. (6) Reactant: C(OC([N:8]1[CH2:12][C:11]([CH3:14])([CH3:13])[CH2:10][CH:9]1[C:15](=[O:17])[NH2:16])=O)(C)(C)C.[ClH:18].C(OCC)C. Product: [ClH:18].[CH3:13][C:11]1([CH3:14])[CH2:12][NH:8][CH:9]([C:15]([NH2:16])=[O:17])[CH2:10]1. The catalyst class is: 12. (7) Reactant: [C:1]([C:4]1[CH:9]=[CH:8][C:7]([C:10]2[CH:11]=[CH:12][N:13]3[C:18]([C:19]=2[CH3:20])=[C:17]([CH:21]2[CH2:23][CH2:22]2)[CH:16]=[C:15]([C:24]([O:26][CH2:27][CH3:28])=[O:25])[C:14]3=[O:29])=[CH:6][CH:5]=1)(=[O:3])[CH3:2].[BH4-].[Na+].O. Product: [CH:21]1([C:17]2[CH:16]=[C:15]([C:24]([O:26][CH2:27][CH3:28])=[O:25])[C:14](=[O:29])[N:13]3[C:18]=2[C:19]([CH3:20])=[C:10]([C:7]2[CH:8]=[CH:9][C:4]([CH:1]([OH:3])[CH3:2])=[CH:5][CH:6]=2)[CH:11]=[CH:12]3)[CH2:22][CH2:23]1. The catalyst class is: 8. (8) The catalyst class is: 18. Product: [CH2:1]([O:8][C:9]1[CH:17]=[C:16]([O:18][CH2:19][C:20]2[CH:21]=[CH:22][CH:23]=[CH:24][CH:25]=2)[C:15]([Br:26])=[CH:14][C:10]=1[C:11]([NH:44][CH2:43][CH2:42][CH2:41][O:40][CH3:39])=[O:13])[C:2]1[CH:7]=[CH:6][CH:5]=[CH:4][CH:3]=1. Reactant: [CH2:1]([O:8][C:9]1[CH:17]=[C:16]([O:18][CH2:19][C:20]2[CH:25]=[CH:24][CH:23]=[CH:22][CH:21]=2)[C:15]([Br:26])=[CH:14][C:10]=1[C:11]([OH:13])=O)[C:2]1[CH:7]=[CH:6][CH:5]=[CH:4][CH:3]=1.C(N1C=CN=C1)(N1C=CN=C1)=O.[CH3:39][O:40][CH2:41][CH2:42][CH2:43][NH2:44]. (9) The catalyst class is: 6. Product: [CH3:36][N:29]1[C:30]2[C:35](=[CH:34][CH:33]=[CH:32][CH:31]=2)[C:27]([C:20]2[C:21](=[O:22])[N:23]([CH3:26])[C:24](=[O:25])[C:19]=2[O:44][CH3:37])=[CH:28]1. Reactant: C(Cl)Cl.CCCCCCCCCCCCCCC[C:19]1[C:24](=[O:25])[N:23]([CH3:26])[C:21](=[O:22])[C:20]=1[C:27]1[C:35]2[C:30](=[CH:31][CH:32]=[CH:33][CH:34]=2)[N:29]([CH3:36])[CH:28]=1.[C:37](Cl)(=[O:44])C1C=CC=CC=1.[OH-].[Na+].